From a dataset of Reaction yield outcomes from USPTO patents with 853,638 reactions. Predict the reaction yield, written as a fraction of the theoretical maximum amount of product (1.0 means a 100% yield; for example, 0.34 means a 34% yield). (1) The reactants are Br[C:2]1[CH:3]=[C:4]([CH:18]=[CH:19][C:20]=1[CH:21]=[O:22])[O:5][C:6]1[CH:13]=[C:12]([C:14]([F:17])([F:16])[F:15])[CH:11]=[CH:10][C:7]=1[C:8]#[N:9].C1(B(O)O)C=CC=CC=1.[C:32](=O)([O-])[O-:33].[Na+].[Na+]. The catalyst is C(COC)OC.[Pd].C1(P(C2C=CC=CC=2)[C-]2C=CC=C2)C=CC=CC=1.[C-]1(P(C2C=CC=CC=2)C2C=CC=CC=2)C=CC=C1.[Fe+2].O.C(O)C. The product is [CH:21]([C:20]1[CH:19]=[CH:18][C:4]([O:5][C:6]2[CH:13]=[C:12]([C:14]([F:17])([F:16])[F:15])[CH:11]=[CH:10][C:7]=2[C:8]#[N:9])=[C:3]([O:33][CH3:32])[CH:2]=1)=[O:22]. The yield is 0.140. (2) The yield is 0.930. The catalyst is C(O)C.CCCCCC. The reactants are [CH3:1][C:2]([CH3:9])([CH3:8])[C:3](=O)[CH2:4][C:5]#[N:6].Cl.[CH3:11][C:12]1[CH:17]=[CH:16][CH:15]=[CH:14][C:13]=1[NH:18][NH2:19].C(O)(=O)C.C(=O)(O)[O-].[Na+]. The product is [C:2]([C:3]1[CH:4]=[C:5]([NH2:6])[N:18]([C:13]2[CH:14]=[CH:15][CH:16]=[CH:17][C:12]=2[CH3:11])[N:19]=1)([CH3:9])([CH3:8])[CH3:1]. (3) The reactants are Cl[CH2:2][CH2:3][CH2:4][C:5]#[CH:6].[Li]CCCC.[NH2:12][C:13]1[C:18]([O:19][Si:20]([C:23]([CH3:26])([CH3:25])[CH3:24])([CH3:22])[CH3:21])=[CH:17][C:16]([Cl:27])=[CH:15][C:14]=1[C:28](=[O:33])[C:29]([F:32])([F:31])[F:30]. The catalyst is C1COCC1. The product is [NH2:12][C:13]1[C:18]([O:19][Si:20]([C:23]([CH3:26])([CH3:24])[CH3:25])([CH3:21])[CH3:22])=[CH:17][C:16]([Cl:27])=[CH:15][C:14]=1[C:28]([OH:33])([C:2]#[C:3][CH:4]1[CH2:6][CH2:5]1)[C:29]([F:32])([F:31])[F:30]. The yield is 0.700. (4) The reactants are O[CH2:2][CH2:3][CH2:4][C:5]1[C:6](=[O:12])[NH:7][NH:8][C:9](=[O:11])[CH:10]=1.C1(P(C2C=CC=CC=2)C2C=CC=CC=2)C=CC=CC=1.N(C(OC(C)C)=O)=NC(OC(C)C)=O. The catalyst is C1COCC1. The product is [N:7]1[NH:8][C:9](=[O:11])[CH:10]=[C:5]2[CH2:4][CH2:3][CH2:2][O:12][C:6]=12. The yield is 0.790.